Dataset: Full USPTO retrosynthesis dataset with 1.9M reactions from patents (1976-2016). Task: Predict the reactants needed to synthesize the given product. (1) Given the product [Cl:10][C:9]1[C:4]2[CH:3]=[C:2]([C:15]#[C:14][CH2:13][OH:12])[NH:11][C:5]=2[N:6]=[CH:7][N:8]=1, predict the reactants needed to synthesize it. The reactants are: Br[C:2]1[NH:11][C:5]2[N:6]=[CH:7][N:8]=[C:9]([Cl:10])[C:4]=2[CH:3]=1.[O:12]1C[CH2:15][CH2:14][CH2:13]1.C(O)C#C.C(N(CC)C(C)C)(C)C. (2) Given the product [Cl:77][C:72]1[CH:71]=[C:70]([CH:75]=[CH:74][C:73]=1[Cl:76])[CH2:69][O:68][C:65]1[CH:66]=[CH:67][C:62]([C@H:60]2[CH2:59][O:58][C:54]3=[CH:55][C:56]4[CH2:57][C@@H:48]([C:46]([NH:45][C@@H:28]([CH2:29][C:30]5[CH:35]=[CH:34][C:33]([O:36][C:37]6[CH:42]=[CH:41][N:40]=[C:39]([CH3:43])[C:38]=6[CH3:44])=[CH:32][CH:31]=5)[C:27]([OH:78])=[O:26])=[O:47])[N:49]([C:6](=[O:8])[C:5]5[CH:9]=[CH:10][C:11]([O:12][CH3:13])=[C:3]([O:2][CH3:1])[CH:4]=5)[CH2:50][C:51]=4[CH:52]=[C:53]3[O:61]2)=[CH:63][CH:64]=1, predict the reactants needed to synthesize it. The reactants are: [CH3:1][O:2][C:3]1[CH:4]=[C:5]([CH:9]=[CH:10][C:11]=1[O:12][CH3:13])[C:6]([OH:8])=O.CCN=C=NCCCN(C)C.C[O:26][C:27](=[O:78])[C@@H:28]([NH:45][C:46]([C@@H:48]1[CH2:57][C:56]2[CH:55]=[C:54]3[O:58][CH2:59][C@H:60]([C:62]4[CH:67]=[CH:66][C:65]([O:68][CH2:69][C:70]5[CH:75]=[CH:74][C:73]([Cl:76])=[C:72]([Cl:77])[CH:71]=5)=[CH:64][CH:63]=4)[O:61][C:53]3=[CH:52][C:51]=2[CH2:50][NH:49]1)=[O:47])[CH2:29][C:30]1[CH:35]=[CH:34][C:33]([O:36][C:37]2[CH:42]=[CH:41][N:40]=[C:39]([CH3:43])[C:38]=2[CH3:44])=[CH:32][CH:31]=1. (3) Given the product [F:8][C:4]1[CH:5]=[CH:6][CH:7]=[C:2]([F:1])[C:3]=1[C:9]([NH:11][C:12]1[CH:16]=[CH:15][N:14]([CH2:17][C:18]2[CH:26]=[CH:25][C:21]([CH2:22][OH:23])=[CH:20][C:19]=2[C:27]([F:28])([F:30])[F:29])[N:13]=1)=[O:10], predict the reactants needed to synthesize it. The reactants are: [F:1][C:2]1[CH:7]=[CH:6][CH:5]=[C:4]([F:8])[C:3]=1[C:9]([NH:11][C:12]1[CH:16]=[CH:15][N:14]([CH2:17][C:18]2[CH:26]=[CH:25][C:21]([C:22](O)=[O:23])=[CH:20][C:19]=2[C:27]([F:30])([F:29])[F:28])[N:13]=1)=[O:10]. (4) The reactants are: [OH-].[Na+].[C:3]([NH:6][C:7]([CH2:18][C:19]1[CH:24]=[N:23][CH:22]=[CH:21][N:20]=1)(C(OCC)=O)[C:8]([O:10][CH2:11][CH3:12])=[O:9])(=[O:5])[CH3:4].Cl. Given the product [C:3]([NH:6][CH:7]([CH2:18][C:19]1[CH:24]=[N:23][CH:22]=[CH:21][N:20]=1)[C:8]([O:10][CH2:11][CH3:12])=[O:9])(=[O:5])[CH3:4], predict the reactants needed to synthesize it. (5) Given the product [CH2:1]([NH:4][C:13]([NH:25][C:26]([CH3:30])([CH3:29])[CH2:27][OH:28])=[O:14])[CH:2]=[CH2:3], predict the reactants needed to synthesize it. The reactants are: [CH2:1]([NH2:4])[CH:2]=[CH2:3].C(N(CC)CC)C.Cl[C:13](OC1C=CC([N+]([O-])=O)=CC=1)=[O:14].[NH2:25][C:26]([CH3:30])([CH3:29])[CH2:27][OH:28]. (6) The reactants are: [Se-2:1].[Na+].[Na+].Cl[C:5]([C:9]1[CH:14]=[CH:13][CH:12]=[CH:11][CH:10]=1)=[CH:6][C:7]#[N:8].Cl[CH2:16][C:17]#[N:18].C[O-].[Na+]. Given the product [NH2:8][C:7]1[CH:6]=[C:5]([C:9]2[CH:14]=[CH:13][CH:12]=[CH:11][CH:10]=2)[Se:1][C:16]=1[C:17]#[N:18], predict the reactants needed to synthesize it. (7) The reactants are: [N:1]1[CH:6]=[CH:5][C:4]([C:7]2[S:11][CH:10]=[C:9]([NH2:12])[CH:8]=2)=[CH:3][CH:2]=1.[CH2:13](Cl)[CH2:14][CH2:15][C:16]1[CH:21]=[CH:20][CH:19]=[CH:18][CH:17]=1.N1C=CC=CC=1.CN(C=[O:33])C.C1COCC1. Given the product [C:16]1([CH2:15][CH2:14][C:13]([NH:12][C:9]2[CH:8]=[C:7]([C:4]3[CH:5]=[CH:6][N:1]=[CH:2][CH:3]=3)[S:11][CH:10]=2)=[O:33])[CH:21]=[CH:20][CH:19]=[CH:18][CH:17]=1, predict the reactants needed to synthesize it. (8) Given the product [CH3:32][C@@:17]1([OH:18])[C@H:19]([OH:20])[C@@H:21]([CH2:23][OH:24])[O:22][C@H:16]1[N:14]1[CH:13]=[C:5]2[CH:6]=[CH:7][C:8]3[C:9](=[O:12])[NH:10][N:11]=[C:2]([NH:34][CH3:33])[C:3]([C:4]=32)=[N:15]1, predict the reactants needed to synthesize it. The reactants are: Cl[C:2]1[C:3]2[C:4]3[C:5](=[CH:13][N:14]([C@@H:16]4[O:22][C@H:21]([CH2:23][O:24][Si](C(C)(C)C)(C)C)[C@@H:19]([OH:20])[C@@:17]4([CH3:32])[OH:18])[N:15]=2)[CH:6]=[CH:7][C:8]=3[C:9](=[O:12])[NH:10][N:11]=1.[CH3:33][NH2:34].